Task: Predict the reaction yield, written as a fraction of the theoretical maximum amount of product (1.0 means a 100% yield; for example, 0.34 means a 34% yield).. Dataset: Reaction yield outcomes from USPTO patents with 853,638 reactions The reactants are [NH2:1][C:2]1[N:6]([C:7]2[CH:8]=[C:9]([CH:16]=[CH:17][C:18]=2[CH3:19])[C:10]([NH:12][CH:13]2[CH2:15][CH2:14]2)=[O:11])[N:5]=[C:4](OCC)[C:3]=1[C:23](=[O:30])[C:24]1[CH:29]=[CH:28][CH:27]=[CH:26][CH:25]=1.CCN=C=NCCCN(C)C.C1C=CC2N(O)N=NC=2C=1.C(N(C(C)C)CC)(C)C.C1(N)CC1. The catalyst is CN(C=O)C. The product is [NH2:1][C:2]1[N:6]([C:7]2[CH:8]=[C:9]([CH:16]=[CH:17][C:18]=2[CH3:19])[C:10]([NH:12][CH:13]2[CH2:14][CH2:15]2)=[O:11])[N:5]=[CH:4][C:3]=1[C:23](=[O:30])[C:24]1[CH:25]=[CH:26][CH:27]=[CH:28][CH:29]=1. The yield is 0.657.